From a dataset of Full USPTO retrosynthesis dataset with 1.9M reactions from patents (1976-2016). Predict the reactants needed to synthesize the given product. (1) Given the product [OH:6][C:7]1[CH:8]=[CH:9][C:10]2[C:14]([C:15](=[O:31])[C:16]3[CH:17]=[CH:18][C:19]([O:22][CH2:23][CH2:24][N:25]4[CH2:26][CH2:27][CH2:28][CH2:29][CH2:30]4)=[CH:20][CH:21]=3)=[C:13]([C:32]3[CH:33]=[CH:34][C:35]([OH:38])=[CH:36][CH:37]=3)[S:12][C:11]=2[CH:43]=1, predict the reactants needed to synthesize it. The reactants are: Cl.CS([O:6][C:7]1[CH:8]=[CH:9][C:10]2[C:14]([C:15](=[O:31])[C:16]3[CH:21]=[CH:20][C:19]([O:22][CH2:23][CH2:24][N:25]4[CH2:30][CH2:29][CH2:28][CH2:27][CH2:26]4)=[CH:18][CH:17]=3)=[C:13]([C:32]3[CH:37]=[CH:36][C:35]([O:38]S(C)(=O)=O)=[CH:34][CH:33]=3)[S:12][C:11]=2[CH:43]=1)(=O)=O.[OH-].[Na+]. (2) Given the product [CH3:1][O:2][C:3]1[C:8]([CH3:9])=[CH:7][C:6]([C:15]2[N:20]=[C:19]([NH2:21])[N:18]=[C:17]([NH:22][CH3:23])[CH:16]=2)=[C:5]([CH3:13])[CH:4]=1, predict the reactants needed to synthesize it. The reactants are: [CH3:1][O:2][C:3]1[C:8]([CH3:9])=[CH:7][C:6](B(O)O)=[C:5]([CH3:13])[CH:4]=1.I[C:15]1[N:20]=[C:19]([NH2:21])[N:18]=[C:17]([NH:22][CH3:23])[CH:16]=1. (3) Given the product [CH:1]1([CH2:4][CH2:5][NH:6][C:7]([C:9]2[N:10]=[N:11][C:12]([N:15]3[CH2:16][CH:17]4[CH:19]([CH:18]4[NH2:21])[CH2:20]3)=[CH:13][CH:14]=2)=[O:8])[CH2:3][CH2:2]1, predict the reactants needed to synthesize it. The reactants are: [CH:1]1([CH2:4][CH2:5][NH:6][C:7]([C:9]2[N:10]=[N:11][C:12]([N:15]3[CH2:20][CH:19]4[CH:17]([CH:18]4[N:21](CC4C=CC=CC=4)CC4C=CC=CC=4)[CH2:16]3)=[CH:13][CH:14]=2)=[O:8])[CH2:3][CH2:2]1. (4) Given the product [CH3:1][O:2][C:3](=[O:21])[C:4]1[C:9]([F:10])=[CH:8][CH:7]=[C:6]([NH2:11])[C:5]=1[NH:14][C:15]1[CH:16]=[CH:17][CH:18]=[CH:19][CH:20]=1, predict the reactants needed to synthesize it. The reactants are: [CH3:1][O:2][C:3](=[O:21])[C:4]1[C:9]([F:10])=[CH:8][CH:7]=[C:6]([N+:11]([O-])=O)[C:5]=1[NH:14][C:15]1[CH:20]=[CH:19][CH:18]=[CH:17][CH:16]=1.[NH4+].[Cl-]. (5) Given the product [CH3:3][O:4][C:5]1[CH:6]=[CH:7][C:8]([C:11]2[C:15]3[C:16]([NH:20][CH2:21][C:22]([CH3:26])([CH3:25])[CH2:23][O:24][CH2:34][C:35]([O:37][C:38]([CH3:41])([CH3:40])[CH3:39])=[O:36])=[N:17][CH:18]=[CH:19][C:14]=3[O:13][C:12]=2[C:27]2[CH:32]=[CH:31][CH:30]=[CH:29][CH:28]=2)=[CH:9][CH:10]=1, predict the reactants needed to synthesize it. The reactants are: [OH-].[Na+].[CH3:3][O:4][C:5]1[CH:10]=[CH:9][C:8]([C:11]2[C:15]3[C:16]([NH:20][CH2:21][C:22]([CH3:26])([CH3:25])[CH2:23][OH:24])=[N:17][CH:18]=[CH:19][C:14]=3[O:13][C:12]=2[C:27]2[CH:32]=[CH:31][CH:30]=[CH:29][CH:28]=2)=[CH:7][CH:6]=1.Br[CH2:34][C:35]([O:37][C:38]([CH3:41])([CH3:40])[CH3:39])=[O:36]. (6) Given the product [C:1]([C:4]1[N:9]=[C:8]([C:10]2[CH:15]=[CH:14][C:13]([C:16]3[CH:21]=[CH:20][C:19]([CH:22]([CH2:31][OH:32])[C:23]([O:25][CH3:26])=[O:24])=[CH:18][C:17]=3[Cl:27])=[C:12]([F:28])[CH:11]=2)[C:7]([CH3:29])=[N:6][C:5]=1[CH3:30])(=[O:3])[NH2:2], predict the reactants needed to synthesize it. The reactants are: [C:1]([C:4]1[N:9]=[C:8]([C:10]2[CH:15]=[CH:14][C:13]([C:16]3[CH:21]=[CH:20][C:19]([CH2:22][C:23]([O:25][CH3:26])=[O:24])=[CH:18][C:17]=3[Cl:27])=[C:12]([F:28])[CH:11]=2)[C:7]([CH3:29])=[N:6][C:5]=1[CH3:30])(=[O:3])[NH2:2].[C:31](=O)([O-])[O-:32].[K+].[K+].C=O.Cl.